This data is from Catalyst prediction with 721,799 reactions and 888 catalyst types from USPTO. The task is: Predict which catalyst facilitates the given reaction. Reactant: [C:1]([O:4][C@H:5]([C:9]([CH3:12])([CH3:11])[CH3:10])[C:6](Cl)=[O:7])(=[O:3])[CH3:2].C(N(CC)CC)C.[CH3:20][O:21][C:22]([C@@H:24]1[CH2:29][N:28]([CH3:30])[CH2:27][CH2:26][NH:25]1)=[O:23].O. Product: [CH3:20][O:21][C:22]([C@@H:24]1[CH2:29][N:28]([CH3:30])[CH2:27][CH2:26][N:25]1[C:6](=[O:7])[C@H:5]([O:4][C:1](=[O:3])[CH3:2])[C:9]([CH3:12])([CH3:11])[CH3:10])=[O:23]. The catalyst class is: 2.